Dataset: NCI-60 drug combinations with 297,098 pairs across 59 cell lines. Task: Regression. Given two drug SMILES strings and cell line genomic features, predict the synergy score measuring deviation from expected non-interaction effect. Drug 1: CCC1=CC2CC(C3=C(CN(C2)C1)C4=CC=CC=C4N3)(C5=C(C=C6C(=C5)C78CCN9C7C(C=CC9)(C(C(C8N6C)(C(=O)OC)O)OC(=O)C)CC)OC)C(=O)OC.C(C(C(=O)O)O)(C(=O)O)O. Drug 2: CC1=C(N=C(N=C1N)C(CC(=O)N)NCC(C(=O)N)N)C(=O)NC(C(C2=CN=CN2)OC3C(C(C(C(O3)CO)O)O)OC4C(C(C(C(O4)CO)O)OC(=O)N)O)C(=O)NC(C)C(C(C)C(=O)NC(C(C)O)C(=O)NCCC5=NC(=CS5)C6=NC(=CS6)C(=O)NCCC[S+](C)C)O. Cell line: HOP-92. Synergy scores: CSS=40.7, Synergy_ZIP=-8.15, Synergy_Bliss=-0.404, Synergy_Loewe=0.642, Synergy_HSA=3.31.